Dataset: Catalyst prediction with 721,799 reactions and 888 catalyst types from USPTO. Task: Predict which catalyst facilitates the given reaction. Reactant: CN(OC)[C:3]([C:5]1[S:6][C:7]2[CH:14]=[CH:13][C:12]([C:15]([F:18])([F:17])[F:16])=[CH:11][C:8]=2[C:9]=1[CH3:10])=[O:4].[CH2:21]([Mg]Cl)[CH2:22][CH2:23][CH3:24].C1COCC1.C1(C)C=CC=CC=1. Product: [CH3:10][C:9]1[C:8]2[CH:11]=[C:12]([C:15]([F:18])([F:17])[F:16])[CH:13]=[CH:14][C:7]=2[S:6][C:5]=1[C:3](=[O:4])[CH2:21][CH2:22][CH2:23][CH3:24]. The catalyst class is: 683.